Dataset: Experimentally validated miRNA-target interactions with 360,000+ pairs, plus equal number of negative samples. Task: Binary Classification. Given a miRNA mature sequence and a target amino acid sequence, predict their likelihood of interaction. (1) The protein sequence of the target gene is MRARGWGRLPRRLLLLLVLCVQATRPMGYFELQLSALRNVNGELLSGACCDGDGRTTRAGGCGRDECDTYVRVCLKEYQAKVTPTGPCSYGYGATPVLGGNSFYLPPAGAAGDRARARSRTGGHQDPGLVVIPFQFAWPRSFTLIVEAWDWDNDTTPDEELLIERVSHAGMINPEDRWKSLHFSGHVAHLELQIRVRCDENYYSATCNKFCRPRNDFFGHYTCDQYGNKACMDGWMGKECKEAVCKQGCNLLHGGCTVPGECRCSYGWQGKFCDECVPYPGCVHGSCVEPWHCDCETNWG.... The miRNA is ssc-miR-150 with sequence UCUCCCAACCCUUGUACCAGUG. Result: 0 (no interaction). (2) The miRNA is mmu-miR-760-3p with sequence CGGCUCUGGGUCUGUGGGGA. The protein sequence of the target gene is MLPRLGGPALPLLLPSLLLLLLLGAGGCGPGVRAEVLFRCPPCTPERLAACGPPPDAPCAELVREPGCGCCSVCARQEGEACGVYIPRCAQTLRCYPNPGSELPLKALVTGAGTCEKRRVGTTPQQVADSDDDHSEGGLVENHVDGTMNMLGGGSSAGRKPLKSGMKELAVFREKVNEQHRQMGKGAKHLSLEEPKKLRPPPARTPCQQELDQVLERISTMRLPDDRGPLEHLYSLHIPNCDKHGRYNLKQCKMSLNGQRGECWCVNPNTGKPIQGAPTIRGDPECHLFYNEQQETGGAH.... Result: 0 (no interaction). (3) The miRNA is hsa-miR-378c with sequence ACUGGACUUGGAGUCAGAAGAGUGG. The protein sequence of the target gene is MVQLRPRASRAPASAEAMVDEGQLASEEEEAEHGLLLGQPSSGAAAEPLEEDEEGDDEFDDEAPEELTFASAQAEAREEERRVRETVRRDKTLLKEKRKRREELFIEQKKRKLLPDTILEKLTTASQTNIKKSPGKVKEVNLQKKNEDCEKGNDSKKVKVQKVQSVSQNKSYLAVRLKDQDLRDSRQQAAQAFIHNSLYGPGTNRTTVNKFLSLANKRLPVKRAAVQFLNNAWGIQKKQNAKRFKRRWMVRKMKTKK. Result: 0 (no interaction). (4) The miRNA is rno-miR-7a-5p with sequence UGGAAGACUAGUGAUUUUGUUGU. The protein sequence of the target gene is MAQETNQTPGPMLCSTGCGFYGNPRTNGMCSVCYKEHLQRQQNSGRMSPMGTASGSNSPTSDSASVQRADAGLNNCEGAAGSTSEKSRNVPVAALPVTQQMTEMSISREDKITTPKTEVSEPVVTQPSPSVSQPSSSQSEEKAPELPKPKKNRCFMCRKKVGLTGFDCRCGNLFCGLHRYSDKHNCPYDYKAEAAAKIRKENPVVVAEKIQRI. Result: 0 (no interaction).